This data is from Forward reaction prediction with 1.9M reactions from USPTO patents (1976-2016). The task is: Predict the product of the given reaction. (1) Given the reactants [CH2:1]([O:8][C:9]1[CH:14]=[C:13]([O:15][CH2:16][C:17]2[CH:22]=[CH:21][CH:20]=[CH:19][CH:18]=2)[CH:12]=[C:11]([O:23][C:24]2[CH:29]=[CH:28][C:27]([N+:30]([O-:32])=[O:31])=[CH:26][CH:25]=2)[C:10]=1[C:33]1[O:37][N:36]=[C:35]([C:38]([O:40]CC)=[O:39])[CH:34]=1)[C:2]1[CH:7]=[CH:6][CH:5]=[CH:4][CH:3]=1.[OH-].[K+].Cl, predict the reaction product. The product is: [CH2:1]([O:8][C:9]1[CH:14]=[C:13]([O:15][CH2:16][C:17]2[CH:22]=[CH:21][CH:20]=[CH:19][CH:18]=2)[CH:12]=[C:11]([O:23][C:24]2[CH:29]=[CH:28][C:27]([N+:30]([O-:32])=[O:31])=[CH:26][CH:25]=2)[C:10]=1[C:33]1[O:37][N:36]=[C:35]([C:38]([OH:40])=[O:39])[CH:34]=1)[C:2]1[CH:3]=[CH:4][CH:5]=[CH:6][CH:7]=1. (2) The product is: [F:19][C:20]1[CH:21]=[C:22]([O:26][CH2:27][CH2:28][C:29]([N:4]2[CH2:5][CH2:6][N:1]([C:7]3[CH:14]=[CH:13][CH:12]=[C:11]([C:15]([F:16])([F:18])[F:17])[C:8]=3[C:9]#[N:10])[CH2:2][CH2:3]2)=[O:30])[CH:23]=[CH:24][CH:25]=1. Given the reactants [N:1]1([C:7]2[CH:14]=[CH:13][CH:12]=[C:11]([C:15]([F:18])([F:17])[F:16])[C:8]=2[C:9]#[N:10])[CH2:6][CH2:5][NH:4][CH2:3][CH2:2]1.[F:19][C:20]1[CH:21]=[C:22]([O:26][CH2:27][CH2:28][C:29](O)=[O:30])[CH:23]=[CH:24][CH:25]=1, predict the reaction product. (3) Given the reactants F[C:2]1[CH:7]=[CH:6][C:5]([N+:8]([O-:10])=[O:9])=[CH:4][CH:3]=1.[CH2:11]([C:13]1[O:17][N:16]=[C:15]([C:18]2[CH:23]=[CH:22][C:21]([F:24])=[CH:20][CH:19]=2)[C:14]=1[C:25]1[N:26]=[CH:27][NH:28][CH:29]=1)[CH3:12], predict the reaction product. The product is: [CH2:11]([C:13]1[O:17][N:16]=[C:15]([C:18]2[CH:23]=[CH:22][C:21]([F:24])=[CH:20][CH:19]=2)[C:14]=1[C:25]1[N:26]=[CH:27][N:28]([C:2]2[CH:7]=[CH:6][C:5]([N+:8]([O-:10])=[O:9])=[CH:4][CH:3]=2)[CH:29]=1)[CH3:12].